From a dataset of Catalyst prediction with 721,799 reactions and 888 catalyst types from USPTO. Predict which catalyst facilitates the given reaction. (1) Reactant: [CH3:1][O:2][C:3](=[O:12])[C:4]1[CH:9]=[CH:8][C:7]([F:10])=[CH:6][C:5]=1[F:11].[CH3:13][N:14]1[CH2:19][CH2:18][NH:17][CH2:16][CH2:15]1.C([O-])([O-])=O.[K+].[K+].O. Product: [CH3:1][O:2][C:3](=[O:12])[C:4]1[CH:9]=[CH:8][C:7]([N:17]2[CH2:18][CH2:19][N:14]([CH3:13])[CH2:15][CH2:16]2)=[CH:6][C:5]=1[F:11].[CH3:1][O:2][C:3](=[O:12])[C:4]1[CH:9]=[CH:8][C:7]([F:10])=[CH:6][C:5]=1[N:17]1[CH2:18][CH2:19][N:14]([CH3:13])[CH2:15][CH2:16]1. The catalyst class is: 9. (2) Reactant: [Cl:1][CH2:2][CH2:3][CH2:4][CH:5]([C:26]1[CH:31]=[CH:30][C:29]([F:32])=[CH:28][CH:27]=1)[C:6]([NH:8][NH:9][C:10](=O)[C:11]1[CH:16]=[CH:15][C:14]([C:17]2[O:21][C:20]([CH3:22])=[N:19][CH:18]=2)=[C:13]([O:23][CH3:24])[CH:12]=1)=[O:7].C(Cl)(Cl)(Cl)Cl.C1(P(C2C=CC=CC=2)C2C=CC=CC=2)C=CC=CC=1. Product: [Cl:1][CH2:2][CH2:3][CH2:4][CH:5]([C:6]1[O:7][C:10]([C:11]2[CH:16]=[CH:15][C:14]([C:17]3[O:21][C:20]([CH3:22])=[N:19][CH:18]=3)=[C:13]([O:23][CH3:24])[CH:12]=2)=[N:9][N:8]=1)[C:26]1[CH:31]=[CH:30][C:29]([F:32])=[CH:28][CH:27]=1. The catalyst class is: 10. (3) Reactant: [CH3:1][O:2][C:3](=[O:32])[C:4]([C:6]1[C:14]2[C:9](=[CH:10][CH:11]=[CH:12][CH:13]=2)[NH:8][C:7]=1[C:15]1[CH:20]=[CH:19][C:18]([Cl:21])=[C:17]([NH:22][S:23]([C:26]2[CH:31]=[CH:30][CH:29]=[CH:28][CH:27]=2)(=[O:25])=[O:24])[CH:16]=1)=O.C([SiH](CC)CC)C. Product: [CH3:1][O:2][C:3](=[O:32])[CH2:4][C:6]1[C:14]2[C:9](=[CH:10][CH:11]=[CH:12][CH:13]=2)[NH:8][C:7]=1[C:15]1[CH:20]=[CH:19][C:18]([Cl:21])=[C:17]([NH:22][S:23]([C:26]2[CH:31]=[CH:30][CH:29]=[CH:28][CH:27]=2)(=[O:25])=[O:24])[CH:16]=1. The catalyst class is: 67. (4) Reactant: [CH3:1][N:2]([CH2:4][C:5]1[CH:10]=[CH:9][C:8]([C:11]#[C:12][Si](C)(C)C)=[CH:7][CH:6]=1)[CH3:3].C(=O)([O-])[O-].[K+].[K+]. Product: [CH3:3][N:2]([CH2:4][C:5]1[CH:6]=[CH:7][C:8]([C:11]#[CH:12])=[CH:9][CH:10]=1)[CH3:1]. The catalyst class is: 5.